From a dataset of Peptide-MHC class I binding affinity with 185,985 pairs from IEDB/IMGT. Regression. Given a peptide amino acid sequence and an MHC pseudo amino acid sequence, predict their binding affinity value. This is MHC class I binding data. (1) The peptide sequence is CTWPEASRY. The MHC is HLA-A25:01 with pseudo-sequence HLA-A25:01. The binding affinity (normalized) is 0.0847. (2) The peptide sequence is EVAQRAYR. The MHC is HLA-A23:01 with pseudo-sequence HLA-A23:01. The binding affinity (normalized) is 0.